This data is from Forward reaction prediction with 1.9M reactions from USPTO patents (1976-2016). The task is: Predict the product of the given reaction. Given the reactants [Cl:1][C:2]1[C:3]([N:20]2[CH2:25][CH2:24][N:23](C(OC(C)(C)C)=O)[CH2:22][CH2:21]2)=[C:4]2[CH:10]=[N:9][N:8]([CH2:11][C:12]3[CH:17]=[CH:16][C:15]([O:18][CH3:19])=[CH:14][CH:13]=3)[C:5]2=[N:6][CH:7]=1.[C:33]([OH:39])([C:35]([F:38])([F:37])[F:36])=[O:34].C(Cl)Cl, predict the reaction product. The product is: [F:36][C:35]([F:38])([F:37])[C:33]([OH:39])=[O:34].[Cl:1][C:2]1[C:3]([N:20]2[CH2:21][CH2:22][NH:23][CH2:24][CH2:25]2)=[C:4]2[CH:10]=[N:9][N:8]([CH2:11][C:12]3[CH:17]=[CH:16][C:15]([O:18][CH3:19])=[CH:14][CH:13]=3)[C:5]2=[N:6][CH:7]=1.